This data is from Catalyst prediction with 721,799 reactions and 888 catalyst types from USPTO. The task is: Predict which catalyst facilitates the given reaction. (1) Product: [NH2:5][C:4]1[N:6]=[C:20]([CH3:21])[CH:19]=[C:18]([CH2:17][C:11]2[CH:12]=[CH:13][CH:14]=[CH:15][CH:16]=2)[C:3]=1[C:7]([NH2:9])=[O:8]. Reactant: [OH-].[K+].[CH2:3]([C:7]([NH2:9])=[O:8])[C:4]([NH2:6])=[NH:5].Cl.[C:11]1([CH2:17][C:18](=O)[CH2:19][C:20](=O)[CH3:21])[CH:16]=[CH:15][CH:14]=[CH:13][CH:12]=1.O. The catalyst class is: 5. (2) Reactant: [C:1]([O:5][C:6]([NH:8][C@@H:9]([CH3:13])[C:10](O)=[O:11])=[O:7])([CH3:4])([CH3:3])[CH3:2].C[N:15]1CCOCC1.ClC(OCC(C)C)=O.[OH-].[NH4+]. Product: [C:1]([O:5][C:6](=[O:7])[NH:8][C@@H:9]([CH3:13])[C:10]([NH2:15])=[O:11])([CH3:4])([CH3:3])[CH3:2]. The catalyst class is: 1. (3) Reactant: [Br:1][C:2]1[C:3]([S:11]C(C)(C)C)=[C:4]([CH:8]=[N:9]O)[CH:5]=[CH:6][CH:7]=1.C1(C)C=CC(S(O)(=O)=O)=CC=1. Product: [Br:1][C:2]1[C:3]2[S:11][N:9]=[CH:8][C:4]=2[CH:5]=[CH:6][CH:7]=1. The catalyst class is: 51. (4) Reactant: [O:1]=[C:2]1[CH:6]=[CH:5][C:4](=[O:7])[N:3]1[CH2:8][CH2:9][C:10](=[O:69])[NH:11][CH2:12][CH2:13][O:14][CH2:15][CH2:16][O:17][CH2:18][CH2:19][O:20][CH2:21][CH2:22][O:23][CH2:24][CH2:25][C:26](=[O:68])[NH:27][CH2:28][CH2:29][CH2:30][O:31][C:32]1[CH:67]=[CH:66][C:35]([C:36]([C:38]2[CH:43]=[CH:42][C:41]([NH:44][CH2:45][CH2:46][CH2:47][O:48][CH2:49][CH2:50][O:51][CH2:52][CH2:53][O:54][CH2:55][CH2:56][CH2:57][NH:58]C(=O)OC(C)(C)C)=[CH:40][CH:39]=2)=[O:37])=[CH:34][CH:33]=1. Product: [NH2:58][CH2:57][CH2:56][CH2:55][O:54][CH2:53][CH2:52][O:51][CH2:50][CH2:49][O:48][CH2:47][CH2:46][CH2:45][NH:44][C:41]1[CH:40]=[CH:39][C:38]([C:36]([C:35]2[CH:66]=[CH:67][C:32]([O:31][CH2:30][CH2:29][CH2:28][NH:27][C:26](=[O:68])[CH2:25][CH2:24][O:23][CH2:22][CH2:21][O:20][CH2:19][CH2:18][O:17][CH2:16][CH2:15][O:14][CH2:13][CH2:12][NH:11][C:10](=[O:69])[CH2:9][CH2:8][N:3]3[C:4](=[O:7])[CH:5]=[CH:6][C:2]3=[O:1])=[CH:33][CH:34]=2)=[O:37])=[CH:43][CH:42]=1. The catalyst class is: 157. (5) Reactant: C(OC(=O)[NH:7][CH:8]1[CH2:13][CH2:12][N:11]([C:14]2[CH:15]=[N:16][CH:17]=[C:18]([C:20]#[N:21])[CH:19]=2)[CH2:10][CH2:9]1)(C)(C)C.Cl. Product: [NH2:7][CH:8]1[CH2:13][CH2:12][N:11]([C:14]2[CH:15]=[N:16][CH:17]=[C:18]([C:20]#[N:21])[CH:19]=2)[CH2:10][CH2:9]1. The catalyst class is: 12. (6) The catalyst class is: 3. Product: [CH2:1]([O:8][C:9]1[C:14]2[N:15]=[C:16]([CH2:18][CH3:19])[N:17]([CH2:24][C:25]3[CH:30]=[CH:29][CH:28]=[CH:27][N:26]=3)[C:13]=2[CH:12]=[CH:11][CH:10]=1)[C:2]1[CH:3]=[CH:4][CH:5]=[CH:6][CH:7]=1. Reactant: [CH2:1]([O:8][C:9]1[C:14]2[NH:15][C:16]([CH2:18][CH3:19])=[N:17][C:13]=2[CH:12]=[CH:11][CH:10]=1)[C:2]1[CH:7]=[CH:6][CH:5]=[CH:4][CH:3]=1.[H-].[Na+].Br.Br[CH2:24][C:25]1[CH:30]=[CH:29][CH:28]=[CH:27][N:26]=1.[Br-]. (7) Reactant: [N+:1]([O-:4])([O-])=[O:2].[K+].[Br:6][CH2:7][C:8]1[CH:13]=[CH:12][CH:11]=[CH:10][C:9]=1[CH2:14][Br:15]. Product: [Br:6][CH2:7][C:8]1[CH:13]=[CH:12][C:11]([N+:1]([O-:4])=[O:2])=[CH:10][C:9]=1[CH2:14][Br:15]. The catalyst class is: 82. (8) Reactant: [CH2:1]([O:8][C:9]1[CH:10]=[C:11]([CH2:29][CH2:30][NH:31][S:32]([CH2:35][CH:36]2[CH2:41][CH2:40][CH2:39][CH2:38][CH2:37]2)(=[O:34])=[O:33])[CH:12]=[CH:13][C:14]=1[N:15]1[CH2:19][C:18](=[O:20])[N:17](CC[Si](C)(C)C)[S:16]1(=[O:28])=[O:27])[C:2]1[CH:7]=[CH:6][CH:5]=[CH:4][CH:3]=1.CCCC[N+](CCCC)(CCCC)CCCC.[F-]. Product: [CH2:1]([O:8][C:9]1[CH:10]=[C:11]([CH2:29][CH2:30][NH:31][S:32]([CH2:35][CH:36]2[CH2:41][CH2:40][CH2:39][CH2:38][CH2:37]2)(=[O:33])=[O:34])[CH:12]=[CH:13][C:14]=1[N:15]1[CH2:19][C:18](=[O:20])[NH:17][S:16]1(=[O:27])=[O:28])[C:2]1[CH:7]=[CH:6][CH:5]=[CH:4][CH:3]=1. The catalyst class is: 295. (9) Reactant: [CH:1]1([Mg]Br)[CH2:3][CH2:2]1.[Cl:6][C:7]1[CH:18]=[C:17]([CH3:19])[CH:16]=[CH:15][C:8]=1[C:9](N(OC)C)=[O:10]. Product: [Cl:6][C:7]1[CH:18]=[C:17]([CH3:19])[CH:16]=[CH:15][C:8]=1[C:9]([CH:1]1[CH2:3][CH2:2]1)=[O:10]. The catalyst class is: 165. (10) Reactant: [CH2:1]1[O:16][C:4]2([C@:13]3(O)[C:8](=[CH:9][C:10](=[O:15])[CH2:11][CH2:12]3)[CH2:7][CH2:6][CH2:5]2)[O:3][CH2:2]1.[CH:17](OCC)=[O:18].[H-].[Na+].[CH3:24]O. The catalyst class is: 48. Product: [CH2:1]1[O:16][C:4]2([C@:13]3([CH3:24])[C:8](=[CH:9][C:10](=[O:15])/[C:11](=[CH:17]/[OH:18])/[CH2:12]3)[CH2:7][CH2:6][CH2:5]2)[O:3][CH2:2]1.